Dataset: Forward reaction prediction with 1.9M reactions from USPTO patents (1976-2016). Task: Predict the product of the given reaction. (1) Given the reactants [CH:1]1([C:4]2[CH:5]=[CH:6][C:7]([C:15]([OH:17])=O)=[N:8][C:9]=2[O:10][CH2:11][CH:12]2[CH2:14][CH2:13]2)[CH2:3][CH2:2]1.Cl.[CH2:19]([CH:21]([C:23]1[N:27]=[C:26]([CH3:28])[O:25][N:24]=1)[NH2:22])[CH3:20].CO, predict the reaction product. The product is: [CH3:28][C:26]1[O:25][N:24]=[C:23]([CH:21]([NH:22][C:15]([C:7]2[CH:6]=[CH:5][C:4]([CH:1]3[CH2:2][CH2:3]3)=[C:9]([O:10][CH2:11][CH:12]3[CH2:13][CH2:14]3)[N:8]=2)=[O:17])[CH2:19][CH3:20])[N:27]=1. (2) Given the reactants C[O:2][C:3](=[O:18])[C:4]1[CH:9]=[CH:8][C:7]([C:10]2[CH:15]=[C:14]([F:16])[CH:13]=[CH:12][C:11]=2[OH:17])=[N:6][CH:5]=1.[F:16][C:14]1[CH:13]=[CH:12][C:11]([OH:17])=[C:10]([C:7]2[CH:8]=[CH:9][C:4]([C:3]([OH:2])=[O:18])=[CH:5][N:6]=2)[CH:15]=1.[OH-].[Li+], predict the reaction product. The product is: [F:16][C:14]1[CH:13]=[CH:12][C:11]([OH:17])=[C:10]([C:7]2[CH:8]=[CH:9][C:4]([C:3]([OH:18])=[O:2])=[CH:5][N:6]=2)[CH:15]=1. (3) Given the reactants [NH2:1][C:2]1[C:11]2[C:6](=[C:7](Br)[CH:8]=[CH:9][CH:10]=2)[N:5]=[N:4][C:3]=1[C:13]([NH:15][CH2:16][CH2:17][CH3:18])=[O:14].[Cl:19][C:20]1[C:25]([Cl:26])=[CH:24][CH:23]=[CH:22][C:21]=1B(O)O, predict the reaction product. The product is: [NH2:1][C:2]1[C:11]2[C:6](=[C:7]([C:24]3[CH:23]=[CH:22][CH:21]=[C:20]([Cl:19])[C:25]=3[Cl:26])[CH:8]=[CH:9][CH:10]=2)[N:5]=[N:4][C:3]=1[C:13]([NH:15][CH2:16][CH2:17][CH3:18])=[O:14]. (4) Given the reactants [C:1](Cl)(=[O:5])[C:2](Cl)=[O:3].[CH3:7][C:8]1[CH:13]=[CH:12][CH:11]=[C:10]([CH3:14])[C:9]=1[NH:15][C:16]([NH:18][CH3:19])=[S:17], predict the reaction product. The product is: [CH3:7][C:8]1[CH:13]=[CH:12][CH:11]=[C:10]([CH3:14])[C:9]=1[N:15]1[C:2](=[O:3])[C:1](=[O:5])[N:18]([CH3:19])[C:16]1=[S:17]. (5) Given the reactants [Cl:1][C:2]1[CH:7]=[CH:6][CH:5]=[C:4]([F:8])[C:3]=1[CH2:9][N:10]([CH2:13][C:14]1[CH:19]=[CH:18][C:17]([CH2:20][N:21]2[CH2:26][CH2:25][N:24]([C:27]3[C:32]([CH2:33][OH:34])=[CH:31][CH:30]=[CH:29][N:28]=3)[CH2:23][CH2:22]2)=[CH:16][CH:15]=1)[CH2:11][CH3:12].C(N(CC)CC)C.[C:42](Cl)(=[O:44])[CH3:43].CO, predict the reaction product. The product is: [C:42]([O:34][CH2:33][C:32]1[C:27]([N:24]2[CH2:23][CH2:22][N:21]([CH2:20][C:17]3[CH:16]=[CH:15][C:14]([CH2:13][N:10]([CH2:9][C:3]4[C:4]([F:8])=[CH:5][CH:6]=[CH:7][C:2]=4[Cl:1])[CH2:11][CH3:12])=[CH:19][CH:18]=3)[CH2:26][CH2:25]2)=[N:28][CH:29]=[CH:30][CH:31]=1)(=[O:44])[CH3:43]. (6) Given the reactants [C:1]([C:6]1[CH:11]=[CH:10][C:9]([NH:12][C:13](=[O:15])[CH3:14])=[CH:8][CH:7]=1)(=[O:5])[CH2:2][CH2:3][CH3:4].[Br:16]Br, predict the reaction product. The product is: [Br:16][CH:2]([CH2:3][CH3:4])[C:1]([C:6]1[CH:11]=[CH:10][C:9]([NH:12][C:13](=[O:15])[CH3:14])=[CH:8][CH:7]=1)=[O:5].